Predict the reactants needed to synthesize the given product. From a dataset of Full USPTO retrosynthesis dataset with 1.9M reactions from patents (1976-2016). (1) Given the product [CH3:51]/[C:11](=[CH:17]\[C:44]1[CH:47]=[CH:48][C:41](/[C:25](/[C:26]2[CH:27]=[C:28]3[C:32](=[CH:33][CH:34]=2)[N:31]([CH:35]2[CH2:40][CH2:39][CH2:38][CH2:37][O:36]2)[N:30]=[CH:29]3)=[C:24](\[C:18]2[CH:23]=[CH:22][CH:21]=[CH:20][CH:19]=2)/[CH2:49][CH3:50])=[CH:42][CH:43]=1)/[C:12]([O:14][CH2:15][CH3:16])=[O:13], predict the reactants needed to synthesize it. The reactants are: [H-].[Na+].C(OP([CH:11]([CH3:17])[C:12]([O:14][CH2:15][CH3:16])=[O:13])(OCC)=O)C.[C:18]1(/[C:24](/[CH2:49][CH3:50])=[C:25](\[C:41]2[CH:48]=[CH:47][C:44](C=O)=[CH:43][CH:42]=2)/[C:26]2[CH:27]=[C:28]3[C:32](=[CH:33][CH:34]=2)[N:31]([CH:35]2[CH2:40][CH2:39][CH2:38][CH2:37][O:36]2)[N:30]=[CH:29]3)[CH:23]=[CH:22][CH:21]=[CH:20][CH:19]=1.[CH2:51]1COCC1. (2) Given the product [C:1]([C:5]1[CH:10]=[CH:9][C:8]([C:11]2[N:12]([C:32]([N:38]3[CH2:43][CH2:42][NH:41][CH2:40][CH2:39]3)=[O:33])[C@@:13]([C:25]3[CH:30]=[CH:29][C:28]([Cl:31])=[CH:27][CH:26]=3)([CH3:24])[C@@:14]([C:17]3[CH:22]=[CH:21][C:20]([Cl:23])=[CH:19][CH:18]=3)([CH3:16])[N:15]=2)=[C:7]([O:35][CH2:36][CH3:37])[CH:6]=1)([CH3:2])([CH3:3])[CH3:4], predict the reactants needed to synthesize it. The reactants are: [C:1]([C:5]1[CH:10]=[CH:9][C:8]([C:11]2[N:12]([C:32](Cl)=[O:33])[C@@:13]([C:25]3[CH:30]=[CH:29][C:28]([Cl:31])=[CH:27][CH:26]=3)([CH3:24])[C@@:14]([C:17]3[CH:22]=[CH:21][C:20]([Cl:23])=[CH:19][CH:18]=3)([CH3:16])[N:15]=2)=[C:7]([O:35][CH2:36][CH3:37])[CH:6]=1)([CH3:4])([CH3:3])[CH3:2].[NH:38]1[CH2:43][CH2:42][NH:41][CH2:40][CH2:39]1. (3) Given the product [O:26]1[C:25]2[CH:24]=[CH:23][C:21]([NH:22][N:11]=[C:12]3[C:13]([NH2:14])=[N:34][N:33]=[C:15]3[NH2:16])=[CH:20][C:19]=2[O:18][CH2:17]1, predict the reactants needed to synthesize it. The reactants are: O1C2C=CC(N[N:11]=[C:12]([C:15]#[N:16])[C:13]#[N:14])=CC=2OC1.[CH2:17]1[O:26][C:25]2[CH:24]=[CH:23][C:21]([NH2:22])=[CH:20][C:19]=2[O:18]1.C(#N)CC#N.O.[NH2:33][NH2:34]. (4) Given the product [C:1]([O:5][C:6]([N:8]1[CH2:12][CH2:11][C@H:10]([O:13][CH3:16])[CH2:9]1)=[O:7])([CH3:4])([CH3:2])[CH3:3], predict the reactants needed to synthesize it. The reactants are: [C:1]([O:5][C:6]([N:8]1[CH2:12][CH2:11][C@H:10]([OH:13])[CH2:9]1)=[O:7])([CH3:4])([CH3:3])[CH3:2].[H-].[Na+].[CH3:16]I. (5) Given the product [CH3:1][S:2]([N:5]=[CH:6][NH:10][CH:11]1[CH2:16][CH2:15][N:14]([CH2:17][C:18]2[CH:23]=[CH:22][CH:21]=[CH:20][CH:19]=2)[CH2:13][CH2:12]1)(=[O:3])=[O:4], predict the reactants needed to synthesize it. The reactants are: [CH3:1][S:2]([N:5]=[CH:6]OCC)(=[O:4])=[O:3].[NH2:10][CH:11]1[CH2:16][CH2:15][N:14]([CH2:17][C:18]2[CH:23]=[CH:22][CH:21]=[CH:20][CH:19]=2)[CH2:13][CH2:12]1. (6) Given the product [CH2:24]([O:23][C:21](=[O:22])[CH2:20][N:8]([C:5]1[CH:6]=[CH:7][C:2]([Cl:1])=[CH:3][C:4]=1[C:15]#[N:16])[C:9](=[O:14])[C:10]([F:13])([F:11])[F:12])[CH3:25], predict the reactants needed to synthesize it. The reactants are: [Cl:1][C:2]1[CH:7]=[CH:6][C:5]([NH:8][C:9](=[O:14])[C:10]([F:13])([F:12])[F:11])=[C:4]([C:15]#[N:16])[CH:3]=1.[H-].[Na+].Br[CH2:20][C:21]([O:23][CH2:24][CH3:25])=[O:22].[Cl-].[NH4+].C(OCC)(=O)C.